Task: Predict which catalyst facilitates the given reaction.. Dataset: Catalyst prediction with 721,799 reactions and 888 catalyst types from USPTO (1) Reactant: [OH:1][C:2]1[C:9]([CH3:10])=[CH:8][C:5]([CH:6]=[O:7])=[CH:4][C:3]=1[CH3:11].C(=O)([O-])[O-].[K+].[K+].Br[CH2:19][C:20]([O:22]C)=[O:21]. Product: [CH:6]([C:5]1[CH:4]=[C:3]([CH3:11])[C:2]([O:1][CH2:19][C:20]([OH:22])=[O:21])=[C:9]([CH3:10])[CH:8]=1)=[O:7]. The catalyst class is: 8. (2) Reactant: [Cl-].[CH3:2][O:3][C:4](=[O:12])[CH2:5][C:6](=O)[CH2:7][CH2:8][O:9][CH3:10].[Cl:13][C:14]1[CH:22]=[CH:21][C:17]([C:18]([NH2:20])=[S:19])=[CH:16][CH:15]=1.CO. Product: [CH3:2][O:3][C:4]([C:5]1[S:19][C:18]([C:17]2[CH:21]=[CH:22][C:14]([Cl:13])=[CH:15][CH:16]=2)=[N:20][C:6]=1[CH2:7][CH2:8][O:9][CH3:10])=[O:12]. The catalyst class is: 4.